From a dataset of Catalyst prediction with 721,799 reactions and 888 catalyst types from USPTO. Predict which catalyst facilitates the given reaction. (1) Reactant: C(OC(=O)[NH:7][C:8]1([C:12]2[CH:17]=[CH:16][C:15]([C:18]3[N:22]4[C:23]5[CH:35]=[CH:34][CH:33]=[N:32][C:24]=5[NH:25][C:26]5[CH:31]=[CH:30][CH:29]=[CH:28][C:27]=5[C:21]4=[N:20][C:19]=3[C:36]3[CH:41]=[CH:40][C:39]([S:42]([CH3:45])(=[O:44])=[O:43])=[CH:38][CH:37]=3)=[CH:14][CH:13]=2)[CH2:11][CH2:10][CH2:9]1)(C)(C)C.Cl.O1CCOCC1. Product: [CH3:45][S:42]([C:39]1[CH:40]=[CH:41][C:36]([C:19]2[N:20]=[C:21]3[C:27]4[CH:28]=[CH:29][CH:30]=[CH:31][C:26]=4[NH:25][C:24]4[N:32]=[CH:33][CH:34]=[CH:35][C:23]=4[N:22]3[C:18]=2[C:15]2[CH:14]=[CH:13][C:12]([C:8]3([NH2:7])[CH2:11][CH2:10][CH2:9]3)=[CH:17][CH:16]=2)=[CH:37][CH:38]=1)(=[O:43])=[O:44]. The catalyst class is: 5. (2) Reactant: [CH3:1][C:2]1([CH3:11])[O:6][C:5]2[CH:7]=[CH:8][CH:9]=[CH:10][C:4]=2[CH2:3]1.[Br:12]N1C(=O)CCC1=O.CCOCC. Product: [Br:12][C:9]1[CH:8]=[CH:7][C:5]2[O:6][C:2]([CH3:11])([CH3:1])[CH2:3][C:4]=2[CH:10]=1. The catalyst class is: 68. (3) Reactant: [CH2:1]([O:8][CH2:9][CH:10]1[CH2:12][N:11]1[CH2:13][C:14]([O:16]C)=O)[C:2]1[CH:7]=[CH:6][CH:5]=[CH:4][CH:3]=1.[F:18][C:19]1[CH:26]=[CH:25][C:22]([CH2:23][NH2:24])=[CH:21][CH:20]=1.B(F)(F)F.[CH3:31][CH2:32][O:33]CC.C(N(CC)CC)C.C(OC(=O)C)(=O)C. Product: [C:32]([N:11]1[CH:10]([CH2:9][O:8][CH2:1][C:2]2[CH:3]=[CH:4][CH:5]=[CH:6][CH:7]=2)[CH2:12][N:24]([CH2:23][C:22]2[CH:25]=[CH:26][C:19]([F:18])=[CH:20][CH:21]=2)[C:14](=[O:16])[CH2:13]1)(=[O:33])[CH3:31]. The catalyst class is: 154.